Dataset: Full USPTO retrosynthesis dataset with 1.9M reactions from patents (1976-2016). Task: Predict the reactants needed to synthesize the given product. (1) Given the product [C:12]([C:4]1[N:5]=[C:6]([N:7]2[CH2:8][CH2:9][CH2:10][CH2:11]2)[N:2]([CH3:1])[N:3]=1)#[CH:13], predict the reactants needed to synthesize it. The reactants are: [CH3:1][N:2]1[C:6]([N:7]2[CH2:11][CH2:10][CH2:9][CH2:8]2)=[N:5][C:4]([C:12]#[C:13][Si](C)(C)C)=[N:3]1.[F-].C([N+](CCCC)(CCCC)CCCC)CCC. (2) The reactants are: Br[C:2]1[CH:3]=[CH:4][C:5]([O:8][CH3:9])=[N:6][CH:7]=1.C([Li])(C)(C)C.[C:15]([O:19][C:20]([N:22]1[CH2:27][CH2:26][O:25][C@H:24]([C:28](=[O:33])N(OC)C)[CH2:23]1)=[O:21])([CH3:18])([CH3:17])[CH3:16]. Given the product [C:15]([O:19][C:20]([N:22]1[CH2:27][CH2:26][O:25][C@H:24]([C:28]([C:2]2[CH:7]=[N:6][C:5]([O:8][CH3:9])=[CH:4][CH:3]=2)=[O:33])[CH2:23]1)=[O:21])([CH3:18])([CH3:17])[CH3:16], predict the reactants needed to synthesize it. (3) Given the product [CH:1]1([CH:6]2[O:10][B:9]([OH:11])[C:8]3[CH:12]=[C:13]([NH:16][C:17](=[O:28])[C:18]4[CH:23]=[CH:22][C:21]([F:29])=[CH:20][CH:19]=4)[CH:14]=[CH:15][C:7]2=3)[CH2:2][CH2:3][CH2:4][CH2:5]1, predict the reactants needed to synthesize it. The reactants are: [CH:1]1([CH:6]2[O:10][B:9]([OH:11])[C:8]3[CH:12]=[C:13]([NH:16][C:17](=[O:28])[C:18]4[CH:23]=[CH:22][CH:21]=[CH:20][C:19]=4C(F)(F)F)[CH:14]=[CH:15][C:7]2=3)[CH2:5][CH2:4][CH2:3][CH2:2]1.[F:29]C1C=CC=CC=1C(Cl)=O. (4) Given the product [OH:8][CH2:7][CH:2]1[CH2:3][CH2:4][CH2:5][CH2:6][N:1]1[CH2:10][C:11]#[N:12], predict the reactants needed to synthesize it. The reactants are: [NH:1]1[CH2:6][CH2:5][CH2:4][CH2:3][CH:2]1[CH2:7][OH:8].Br[CH2:10][C:11]#[N:12].CCN(CC)CC. (5) The reactants are: [F:1][C:2]1[CH:25]=[C:24]([S:26]([CH3:29])(=[O:28])=[O:27])[C:23]([F:30])=[CH:22][C:3]=1[O:4][C@H:5]1[CH2:10][CH2:9][CH2:8][N:7]([CH:11]2[CH2:16][CH2:15][N:14](/[C:17](=[N:19]/[OH:20])/[NH2:18])[CH2:13][CH2:12]2)[C:6]1=[O:21].[CH2:31](N(CC)CC)C.[F:38][CH:39]([F:43])[C:40](Cl)=O. Given the product [F:1][C:2]1[CH:25]=[C:24]([S:26]([CH3:29])(=[O:28])=[O:27])[C:23]([F:30])=[CH:22][C:3]=1[O:4][C@H:5]1[CH2:10][CH2:9][CH2:8][N:7]([CH:11]2[CH2:16][CH2:15][N:14]([C:17]3[N:18]=[C:40]([C:39]([F:43])([F:38])[CH3:31])[O:20][N:19]=3)[CH2:13][CH2:12]2)[C:6]1=[O:21], predict the reactants needed to synthesize it. (6) Given the product [CH3:1][O:2][C:3]([CH:5]1[CH2:9][C:8]2[CH:10]=[C:11]([O:14][CH3:15])[CH:12]=[CH:13][C:7]=2[O:6]1)=[O:4], predict the reactants needed to synthesize it. The reactants are: [CH3:1][O:2][C:3]([C:5]1[O:6][C:7]2[CH:13]=[CH:12][C:11]([O:14][CH3:15])=[CH:10][C:8]=2[CH:9]=1)=[O:4]. (7) Given the product [C:34]([O:33][C:32](=[O:38])[N:31]([C:2]1[CH:3]=[C:4]([O:9][CH2:10][C@H:11]2[CH2:13][C@@H:12]2[C:14]2[CH:15]=[CH:16][C:17]([C:20]([OH:23])([CH3:22])[CH3:21])=[CH:18][N:19]=2)[N:5]=[C:6]([CH3:8])[N:7]=1)[CH2:30][C:28]1[S:29][C:25]([CH3:24])=[N:26][N:27]=1)([CH3:37])([CH3:36])[CH3:35], predict the reactants needed to synthesize it. The reactants are: Cl[C:2]1[N:7]=[C:6]([CH3:8])[N:5]=[C:4]([O:9][CH2:10][C@H:11]2[CH2:13][C@@H:12]2[C:14]2[N:19]=[CH:18][C:17]([C:20]([OH:23])([CH3:22])[CH3:21])=[CH:16][CH:15]=2)[CH:3]=1.[CH3:24][C:25]1[S:29][C:28]([CH2:30][NH:31][C:32](=[O:38])[O:33][C:34]([CH3:37])([CH3:36])[CH3:35])=[N:27][N:26]=1.C([O-])([O-])=O.[Cs+].[Cs+].C1C=CC(P(C2C(C3C(P(C4C=CC=CC=4)C4C=CC=CC=4)=CC=C4C=3C=CC=C4)=C3C(C=CC=C3)=CC=2)C2C=CC=CC=2)=CC=1. (8) Given the product [CH3:1][N:2]([CH2:4][C:5]1[CH:10]=[CH:9][C:8]([CH2:11][CH2:12][NH2:13])=[CH:7][CH:6]=1)[CH3:3], predict the reactants needed to synthesize it. The reactants are: [CH3:1][N:2]([CH2:4][C:5]1[CH:10]=[CH:9][C:8]([CH2:11][C:12]#[N:13])=[CH:7][CH:6]=1)[CH3:3]. (9) Given the product [CH2:20]([S:24][C:2]1[N:18]=[C:17]2[C:5]([N:6]=[CH:7][N:8]2[C@@H:9]2[O:16][C@H:13]([CH2:14][OH:15])[C@@H:11]([OH:12])[CH2:10]2)=[C:4]([NH2:19])[N:3]=1)[CH2:21][CH2:22][CH3:23], predict the reactants needed to synthesize it. The reactants are: Cl[C:2]1[N:3]=[C:4]([NH2:19])[C:5]2[N:6]=[CH:7][N:8]([C:17]=2[N:18]=1)[C@@H:9]1[O:16][C@H:13]([CH2:14][OH:15])[C@@H:11]([OH:12])[CH2:10]1.[CH2:20]([SH:24])[CH2:21][CH2:22][CH3:23]. (10) Given the product [CH3:12][O:11][C:10]1[CH:9]=[CH:8][CH:7]=[C:3]2[C:2]=1[N:1]=[C:21]([CH:18]1[CH2:19][CH2:20][CH:15]([N:14]([CH3:24])[CH3:13])[CH2:16][CH2:17]1)[NH:6][C:4]2=[O:5], predict the reactants needed to synthesize it. The reactants are: [NH2:1][C:2]1[C:10]([O:11][CH3:12])=[CH:9][CH:8]=[CH:7][C:3]=1[C:4]([NH2:6])=[O:5].[CH3:13][N:14]([CH3:24])[CH:15]1[CH2:20][CH2:19][CH:18]([C:21](Cl)=O)[CH2:17][CH2:16]1.